Dataset: Full USPTO retrosynthesis dataset with 1.9M reactions from patents (1976-2016). Task: Predict the reactants needed to synthesize the given product. Given the product [Cl:2][C:3]1[C:4]([F:18])=[C:5]([CH:9]2[CH2:12][C:11]3([CH2:17][CH2:16][N:15]([C:35]([O:37][C:38]4[CH:39]=[CH:40][C:41]([N+:44]([O-:46])=[O:45])=[CH:42][CH:43]=4)=[O:36])[CH2:14][CH2:13]3)[CH2:10]2)[CH:6]=[CH:7][CH:8]=1, predict the reactants needed to synthesize it. The reactants are: Cl.[Cl:2][C:3]1[C:4]([F:18])=[C:5]([CH:9]2[CH2:12][C:11]3([CH2:17][CH2:16][NH:15][CH2:14][CH2:13]3)[CH2:10]2)[CH:6]=[CH:7][CH:8]=1.CC1C=C(C2CC3(CCN([C:35]([O:37][C:38]4[CH:43]=[CH:42][C:41]([N+:44]([O-:46])=[O:45])=[CH:40][CH:39]=4)=[O:36])CC3)C2)C=CC=1.